From a dataset of Full USPTO retrosynthesis dataset with 1.9M reactions from patents (1976-2016). Predict the reactants needed to synthesize the given product. (1) Given the product [CH:35]1([NH:34][C:22]2[C:21]3([CH2:20][CH2:19][N:18]([CH2:17][C:16]4[CH:15]=[C:14]([CH:45]=[CH:44][CH:43]=4)[O:13][CH2:12][CH2:53][CH2:52][CH2:51][NH:48][S:2]([CH3:1])(=[O:4])=[O:3])[CH2:42][CH2:41]3)[N:25]([C:26]3[CH:31]=[CH:30][CH:29]=[C:28]([F:32])[CH:27]=3)[C:24](=[O:33])[N:23]=2)[CH2:36][CH2:37][CH2:38][CH2:39][CH2:40]1, predict the reactants needed to synthesize it. The reactants are: [CH3:1][S:2](Cl)(=[O:4])=[O:3].NCCCCC[CH2:12][O:13][C:14]1[CH:15]=[C:16]([CH:43]=[CH:44][CH:45]=1)[CH2:17][N:18]1[CH2:42][CH2:41][C:21]2([N:25]([C:26]3[CH:31]=[CH:30][CH:29]=[C:28]([F:32])[CH:27]=3)[C:24](=[O:33])[N:23]=[C:22]2[NH:34][CH:35]2[CH2:40][CH2:39][CH2:38][CH2:37][CH2:36]2)[CH2:20][CH2:19]1.CC[N:48]([CH2:51][CH3:52])CC.[CH2:53](Cl)Cl. (2) Given the product [C:12]([C:8]1([C:5]2[CH:4]=[CH:3][C:2]([NH:1][CH2:23][CH2:22][C:21]([O:25][CH2:26][CH3:27])=[O:24])=[CH:7][CH:6]=2)[CH2:11][CH2:10][CH2:9]1)#[N:13], predict the reactants needed to synthesize it. The reactants are: [NH2:1][C:2]1[CH:7]=[CH:6][C:5]([C:8]2([C:12]#[N:13])[CH2:11][CH2:10][CH2:9]2)=[CH:4][CH:3]=1.C(N(CC)CC)C.[C:21]([O:25][CH2:26][CH3:27])(=[O:24])[CH:22]=[CH2:23]. (3) Given the product [CH2:20]([N:17]1[CH2:18][CH2:19][N:14]([C:9]2[CH:10]=[CH:11][CH:12]=[C:13]3[C:8]=2[CH:7]=[CH:6][NH:5]3)[CH2:15][CH2:16]1)[C:21]1[CH:22]=[CH:23][CH:24]=[CH:25][CH:26]=1, predict the reactants needed to synthesize it. The reactants are: C([Si](C(C)C)(C(C)C)[N:5]1[C:13]2[C:8](=[C:9]([N:14]3[CH2:19][CH2:18][N:17]([CH2:20][C:21]4[CH:26]=[CH:25][CH:24]=[CH:23][CH:22]=4)[CH2:16][CH2:15]3)[CH:10]=[CH:11][CH:12]=2)[CH:7]=[CH:6]1)(C)C.[F-].C([N+](CCCC)(CCCC)CCCC)CCC.